This data is from Full USPTO retrosynthesis dataset with 1.9M reactions from patents (1976-2016). The task is: Predict the reactants needed to synthesize the given product. (1) Given the product [Br:27][C:7]1[C:2]([OH:1])=[C:3]([CH2:8][C:9]([O:11][CH3:12])=[O:10])[CH:4]=[CH:5][CH:6]=1, predict the reactants needed to synthesize it. The reactants are: [OH:1][C:2]1[CH:7]=[CH:6][CH:5]=[CH:4][C:3]=1[CH2:8][C:9]([O:11][CH3:12])=[O:10].C(NC(C)C)(C)C.C1C(=O)N([Br:27])C(=O)C1.Cl. (2) Given the product [C:1]([C:5]1[CH:6]=[CH:7][C:8]([NH2:9])=[C:10]([I:12])[CH:11]=1)([CH3:4])([CH3:2])[CH3:3], predict the reactants needed to synthesize it. The reactants are: [C:1]([C:5]1[CH:11]=[CH:10][C:8]([NH2:9])=[CH:7][CH:6]=1)([CH3:4])([CH3:3])[CH3:2].[I:12]I. (3) Given the product [C:28]1([C:23]2([CH2:22][NH:21][C:19]([N:16]3[CH2:15][CH2:14][CH:13]([S:10]([C:7]4[CH:6]=[CH:5][C:4]([CH2:3][CH2:2][NH:1][CH2:62][C@H:60]([OH:61])[CH2:59][O:58][C:55]5[CH:56]=[CH:57][C:52]([OH:51])=[CH:53][CH:54]=5)=[CH:9][CH:8]=4)(=[O:12])=[O:11])[CH2:18][CH2:17]3)=[O:20])[CH2:27][CH2:26][CH2:25][CH2:24]2)[CH:29]=[CH:30][CH:31]=[CH:32][CH:33]=1, predict the reactants needed to synthesize it. The reactants are: [NH2:1][CH2:2][CH2:3][C:4]1[CH:9]=[CH:8][C:7]([S:10]([CH:13]2[CH2:18][CH2:17][N:16]([C:19]([NH:21][CH2:22][C:23]3([C:28]4[CH:33]=[CH:32][CH:31]=[CH:30][CH:29]=4)[CH2:27][CH2:26][CH2:25][CH2:24]3)=[O:20])[CH2:15][CH2:14]2)(=[O:12])=[O:11])=[CH:6][CH:5]=1.C([Si]([O:51][C:52]1[CH:57]=[CH:56][C:55]([O:58][CH2:59][CH:60]2[CH2:62][O:61]2)=[CH:54][CH:53]=1)(C1C=CC=CC=1)C1C=CC=CC=1)(C)(C)C. (4) Given the product [CH3:34][N:21]([CH3:20])[CH2:22][CH2:23][CH2:24][O:25][C:26]1[CH:27]=[CH:28][C:29]([CH2:30][N:4]2[CH2:3][CH2:2][N:1]([C:7]3[CH:8]=[CH:9][C:10]4[N:11]([C:13]([C:16]([F:17])([F:18])[F:19])=[N:14][N:15]=4)[N:12]=3)[CH2:6][CH2:5]2)=[CH:32][CH:33]=1, predict the reactants needed to synthesize it. The reactants are: [N:1]1([C:7]2[CH:8]=[CH:9][C:10]3[N:11]([C:13]([C:16]([F:19])([F:18])[F:17])=[N:14][N:15]=3)[N:12]=2)[CH2:6][CH2:5][NH:4][CH2:3][CH2:2]1.[CH3:20][N:21]([CH3:34])[CH2:22][CH2:23][CH2:24][O:25][C:26]1[CH:33]=[CH:32][C:29]([CH:30]=O)=[CH:28][CH:27]=1. (5) Given the product [CH3:28][O:3][CH2:4][CH2:5][C:6]1[C:14]2[C:9](=[CH:10][CH:11]=[C:12]([C:15]([F:17])([F:18])[F:16])[CH:13]=2)[N:8]([C:19]2[CH:20]=[C:21]([CH:25]=[CH:26][CH:27]=2)[C:22]([OH:24])=[O:23])[CH:7]=1, predict the reactants needed to synthesize it. The reactants are: [H-].[Na+].[OH:3][CH2:4][CH2:5][C:6]1[C:14]2[C:9](=[CH:10][CH:11]=[C:12]([C:15]([F:18])([F:17])[F:16])[CH:13]=2)[N:8]([C:19]2[CH:20]=[C:21]([CH:25]=[CH:26][CH:27]=2)[C:22]([OH:24])=[O:23])[CH:7]=1.[CH3:28]I.S([O-])(O)(=O)=O.[K+]. (6) Given the product [C:48]([NH:51][NH:52][C:26]([C@@H:18]1[CH2:17][C@:16]2([C:33]3[CH:38]=[CH:37][CH:36]=[CH:35][CH:34]=3)[N:22]([CH2:23][C:24]3[CH:25]=[CH:43][CH:42]=[CH:54][CH:53]=3)[C@H:19]1[CH2:20][CH2:21][C@H:15]2[O:14][CH2:13][C:5]1[CH:4]=[C:3]([C:2]([F:1])([F:40])[F:39])[CH:8]=[C:7]([C:9]([F:11])([F:12])[F:10])[CH:6]=1)=[O:28])(=[O:50])[CH3:49], predict the reactants needed to synthesize it. The reactants are: [F:1][C:2]([F:40])([F:39])[C:3]1[CH:4]=[C:5]([CH2:13][O:14][CH:15]2[CH2:21][CH2:20][CH:19]3[N:22]([CH2:23][CH:24]=[CH2:25])[C:16]2([C:33]2[CH:38]=[CH:37][CH:36]=[CH:35][CH:34]=2)[CH2:17][CH:18]3[C:26]([O:28]C(C)(C)C)=O)[CH:6]=[C:7]([C:9]([F:12])([F:11])[F:10])[CH:8]=1.F[C:42](F)(F)[C:43](O)=O.[C:48]([NH:51][NH2:52])(=[O:50])[CH3:49].[CH2:53](N(CC)CC)[CH3:54].Cl.CN(C)CCCN=C=NCC. (7) Given the product [Cl:28][C:29]1[CH:38]=[CH:37][CH:36]=[C:35]2[C:30]=1[CH2:31][CH2:32][CH:33]([C:39]([OH:41])=[O:40])[NH:34]2, predict the reactants needed to synthesize it. The reactants are: C1(N2CCN(CC3CCC4C(=CC=CC=4)N3)CC2)C2C(=CC=CC=2)C=CN=1.[Cl:28][C:29]1[CH:38]=[CH:37][CH:36]=[C:35]2[C:30]=1[CH:31]=[CH:32][C:33]([C:39]([OH:41])=[O:40])=[N:34]2. (8) Given the product [Cl:1][C:2]1[CH:7]=[CH:6][C:5]([C:8]2[CH:13]=[CH:12][CH:11]=[CH:10][C:9]=2[C@H:14]([O:32][P:33]([O:35][CH2:36][CH3:37])([O:38][CH2:39][CH3:40])=[O:34])[CH:15]2[CH2:20][CH2:19][N:18]([C:21]3[CH:31]=[CH:30][C:24]([C:25]([OH:27])=[O:26])=[CH:23][CH:22]=3)[CH2:17][CH2:16]2)=[CH:4][CH:3]=1, predict the reactants needed to synthesize it. The reactants are: [Cl:1][C:2]1[CH:7]=[CH:6][C:5]([C:8]2[CH:13]=[CH:12][CH:11]=[CH:10][C:9]=2[C@H:14]([O:32][P:33]([O:38][CH2:39][CH3:40])([O:35][CH2:36][CH3:37])=[O:34])[CH:15]2[CH2:20][CH2:19][N:18]([C:21]3[CH:31]=[CH:30][C:24]([C:25]([O:27]CC)=[O:26])=[CH:23][CH:22]=3)[CH2:17][CH2:16]2)=[CH:4][CH:3]=1.[OH-].[Li+]. (9) Given the product [CH3:13][C:12]1[C:3]2[CH:4]=[CH:5][C:6]([OH:11])=[C:7]([CH2:8][CH2:9][CH3:10])[C:2]=2[O:15][N:14]=1, predict the reactants needed to synthesize it. The reactants are: O[C:2]1[C:7]([CH2:8][CH2:9][CH3:10])=[C:6]([OH:11])[CH:5]=[CH:4][C:3]=1[C:12](=[N:14][OH:15])[CH3:13].C(N(S(F)(F)F)CC)C. (10) Given the product [CH3:44][O:45][C:46](=[O:51])[C:47]([CH3:49])([NH:50][C:21]([C:12]1[CH:13]=[CH:14][C:15]2[C:20](=[CH:19][CH:18]=[CH:17][CH:16]=2)[C:11]=1[CH:10]=[CH:9][CH2:8][CH2:7][C:1]1[CH:2]=[CH:3][CH:4]=[CH:5][CH:6]=1)=[O:22])[CH3:48], predict the reactants needed to synthesize it. The reactants are: [C:1]1([CH2:7][CH2:8][CH:9]=[CH:10][C:11]2[C:20]3[C:15](=[CH:16][CH:17]=[CH:18][CH:19]=3)[CH:14]=[CH:13][C:12]=2[C:21](O)=[O:22])[CH:6]=[CH:5][CH:4]=[CH:3][CH:2]=1.ON1C2C=CC=CC=2N=N1.C(N(CC)C(C)C)(C)C.Cl.[CH3:44][O:45][C:46](=[O:51])[C:47]([NH2:50])([CH3:49])[CH3:48].